From a dataset of Full USPTO retrosynthesis dataset with 1.9M reactions from patents (1976-2016). Predict the reactants needed to synthesize the given product. (1) The reactants are: C(OC(C1C[CH2:10][N:9]([C:12]2[CH:17]=[CH:16][C:15]([C:18]([N:20]3[C:29]4[C:24](=[CH:25][CH:26]=[CH:27][CH:28]=4)[C@H:23]([N:30]([C:38](=[O:40])[CH3:39])[C:31]4[CH:36]=[CH:35][C:34]([Cl:37])=[CH:33][CH:32]=4)[CH2:22][C@@H:21]3[CH3:41])=[O:19])=[CH:14][CH:13]=2)CC1)=O)C.[CH2:42]([O:44][C:45]([CH:47]1CCNCC1)=[O:46])C. Given the product [C:38]([N:30]([C:31]1[CH:32]=[CH:33][C:34]([Cl:37])=[CH:35][CH:36]=1)[C@H:23]1[C:24]2[C:29](=[CH:28][CH:27]=[CH:26][CH:25]=2)[N:20]([C:18]([C:15]2[CH:14]=[CH:13][C:12]([NH:9][CH2:10][CH2:47][C:45]([OH:46])=[O:44])=[CH:17][CH:16]=2)=[O:19])[C@@H:21]([CH3:41])[CH2:22]1)(=[O:40])[CH3:39].[CH3:42][O:44][C:45](=[O:46])[CH2:47][CH2:10][NH:9][C:12]1[CH:17]=[CH:16][C:15]([C:18]([N:20]2[C:29]3[C:24](=[CH:25][CH:26]=[CH:27][CH:28]=3)[C@H:23]([N:30]([C:38](=[O:40])[CH3:39])[C:31]3[CH:36]=[CH:35][C:34]([Cl:37])=[CH:33][CH:32]=3)[CH2:22][C@@H:21]2[CH3:41])=[O:19])=[CH:14][CH:13]=1, predict the reactants needed to synthesize it. (2) Given the product [C:1]([S:5]([CH2:8][C@@H:9]([N:12]1[C@H:17]([C:18]2[CH:23]=[CH:22][C:21]([Cl:24])=[CH:20][CH:19]=2)[C@@H:16]([C:25]2[CH:30]=[CH:29][CH:28]=[C:27]([Cl:31])[CH:26]=2)[O:15][C@@H:14]([CH2:32][CH2:33][OH:34])[C:13]1=[O:37])[CH2:10][CH3:11])(=[O:7])=[O:6])([CH3:2])([CH3:3])[CH3:4], predict the reactants needed to synthesize it. The reactants are: [C:1]([S:5]([CH2:8][C@@H:9]([N:12]1[C@H:17]([C:18]2[CH:23]=[CH:22][C:21]([Cl:24])=[CH:20][CH:19]=2)[C@@H:16]([C:25]2[CH:30]=[CH:29][CH:28]=[C:27]([Cl:31])[CH:26]=2)[O:15][C@@H:14]([CH2:32][C:33](OC)=[O:34])[C:13]1=[O:37])[CH2:10][CH3:11])(=[O:7])=[O:6])([CH3:4])([CH3:3])[CH3:2].[Li+].[B-](CC)(CC)CC.CO. (3) Given the product [NH2:23][C:22]1[C:3]2[C:4]([C:12]3[CH:21]=[CH:20][C:19]4[C:14](=[CH:15][CH:16]=[CH:17][CH:18]=4)[CH:13]=3)=[N:5][C:6]([NH:8][CH:9]3[CH2:11][CH2:10]3)=[N:7][C:2]=2[S:24][C:25]=1[C:26]([NH2:28])=[O:27], predict the reactants needed to synthesize it. The reactants are: Cl[C:2]1[N:7]=[C:6]([NH:8][CH:9]2[CH2:11][CH2:10]2)[N:5]=[C:4]([C:12]2[CH:21]=[CH:20][C:19]3[C:14](=[CH:15][CH:16]=[CH:17][CH:18]=3)[CH:13]=2)[C:3]=1[C:22]#[N:23].[SH:24][CH2:25][C:26]([NH2:28])=[O:27].C(=O)([O-])[O-].[Na+].[Na+].[O-]CC.[Na+]. (4) Given the product [F:1][C:2]1[CH:7]=[C:6]([F:8])[C:5]([C:29]2[C:40]([CH3:41])=[N:39][C:32]3[N:33]=[C:34]([NH:37][CH3:38])[N:35]=[CH:36][C:31]=3[CH:30]=2)=[CH:4][C:3]=1[NH:18][C:19]([NH:21][CH2:22][CH2:23][C:24]([CH3:25])([CH3:26])[CH3:27])=[O:20], predict the reactants needed to synthesize it. The reactants are: [F:1][C:2]1[CH:7]=[C:6]([F:8])[C:5](B2OC(C)(C)C(C)(C)O2)=[CH:4][C:3]=1[NH:18][C:19]([NH:21][CH2:22][CH2:23][C:24]([CH3:27])([CH3:26])[CH3:25])=[O:20].Br[C:29]1[C:40]([CH3:41])=[N:39][C:32]2[N:33]=[C:34]([NH:37][CH3:38])[N:35]=[CH:36][C:31]=2[CH:30]=1.C([O-])([O-])=O.[K+].[K+]. (5) Given the product [Cl:23][C:19]1[CH:20]=[C:21]([NH:41][CH:38]2[CH2:40][CH2:39]2)[N:16]2[N:15]=[C:14]([C:24]3[CH:29]=[CH:28][C:27]([O:30][CH3:31])=[CH:26][CH:25]=3)[C:13]([C:11]3[CH:10]=[CH:9][N:8]=[C:7]([NH:6][CH:1]4[CH2:5][CH2:4][CH2:3][CH2:2]4)[N:12]=3)=[C:17]2[CH:18]=1, predict the reactants needed to synthesize it. The reactants are: [CH:1]1([NH:6][C:7]2[N:12]=[C:11]([C:13]3[C:14]([C:24]4[CH:29]=[CH:28][C:27]([O:30][CH3:31])=[CH:26][CH:25]=4)=[N:15][N:16]4[C:21](Cl)=[CH:20][C:19]([Cl:23])=[CH:18][C:17]=34)[CH:10]=[CH:9][N:8]=2)[CH2:5][CH2:4][CH2:3][CH2:2]1.C(OCC)(=O)C.[CH:38]1([NH2:41])[CH2:40][CH2:39]1.